Predict which catalyst facilitates the given reaction. From a dataset of Catalyst prediction with 721,799 reactions and 888 catalyst types from USPTO. (1) Reactant: [O:1]1[CH2:5][CH2:4][O:3][CH:2]1[C:6]1[S:10][C:9]([C:11]2[CH:12]=[C:13]3[C:17](=[CH:18][CH:19]=2)[C:16](=[O:20])[NH:15][CH2:14]3)=[CH:8][CH:7]=1.[H-].[Na+].[CH2:23](I)[CH2:24][CH2:25][CH3:26]. Product: [O:3]1[CH2:4][CH2:5][O:1][CH:2]1[C:6]1[S:10][C:9]([C:11]2[CH:12]=[C:13]3[C:17](=[CH:18][CH:19]=2)[C:16](=[O:20])[N:15]([CH2:23][CH2:24][CH2:25][CH3:26])[CH2:14]3)=[CH:8][CH:7]=1. The catalyst class is: 3. (2) Reactant: O[CH:2]=[C:3]1[C:11]2[C:6](=[CH:7][C:8]([C:12]([C:14]3[CH:15]=[C:16]([NH:20][C:21]([C:23]4[N:24]([CH3:29])[N:25]=[C:26]([CH3:28])[CH:27]=4)=[O:22])[CH:17]=[CH:18][CH:19]=3)=[O:13])=[CH:9][CH:10]=2)[NH:5][C:4]1=[O:30].[NH2:31][C:32]1[CH:33]=[C:34]([OH:38])[CH:35]=[CH:36][CH:37]=1. Product: [OH:38][C:34]1[CH:33]=[C:32]([NH:31][CH:2]=[C:3]2[C:11]3[C:6](=[CH:7][C:8]([C:12]([C:14]4[CH:15]=[C:16]([NH:20][C:21]([C:23]5[N:24]([CH3:29])[N:25]=[C:26]([CH3:28])[CH:27]=5)=[O:22])[CH:17]=[CH:18][CH:19]=4)=[O:13])=[CH:9][CH:10]=3)[NH:5][C:4]2=[O:30])[CH:37]=[CH:36][CH:35]=1. The catalyst class is: 1.